From a dataset of Retrosynthesis with 50K atom-mapped reactions and 10 reaction types from USPTO. Predict the reactants needed to synthesize the given product. (1) Given the product CNC(=O)[C@@H](Cc1ccccc1)N(C)C(=O)[C@@H](Cc1ccc2ccccc2c1)N(C)C(=O)C1CCC(N)CC1, predict the reactants needed to synthesize it. The reactants are: CNC(=O)[C@@H](Cc1ccccc1)N(C)C(=O)[C@@H](Cc1ccc2ccccc2c1)N(C)C(=O)C1CCC(NC(=O)OC(C)(C)C)CC1. (2) Given the product CC(C)(C)OC(=O)N1CCC(c2cnc(NC(=O)C(F)(F)F)s2)CC1, predict the reactants needed to synthesize it. The reactants are: CC(C)(C)OC(=O)N1CCC(c2cnc(N)s2)CC1.O=C(OC(=O)C(F)(F)F)C(F)(F)F.